The task is: Binary Classification. Given a miRNA mature sequence and a target amino acid sequence, predict their likelihood of interaction.. This data is from Experimentally validated miRNA-target interactions with 360,000+ pairs, plus equal number of negative samples. (1) The miRNA is hsa-miR-6770-5p with sequence UGAGAAGGCACAGCUUGCACGUGA. The protein sequence of the target gene is MSRKQAAKSRPGSGSRKAEAERKRDERAARRALAKERRNRPESGGGGGCEEEFVSFANQLQALGLKLREVPGDGNCLFRALGDQLEGHSRNHLKHRQETVDYMIKQREDFEPFVEDDIPFEKHVASLAKPGTFAGNDAIVAFARNHQLNVVIHQLNAPLWQIRGTEKSSVRELHIAYRYGEHYDSVRRINDNSEAPAHLQTDFQMLHQDESNKREKIKTKGMDSEDDLRDEVEDAVQKVCNATGCSDFNLIVQNLEAENYNIESAIIAVLRMNQGKRNNAEENLEPSGRVLKQCGPLWEE.... Result: 1 (interaction). (2) The miRNA is hsa-miR-563 with sequence AGGUUGACAUACGUUUCCC. Result: 0 (no interaction). The protein sequence of the target gene is MTVRGAALAPDPASPTTTTASPSVSATPEGSPTAMEHPVFLMTTAAQAISGFFVWTALLITCHQIYMHLRCYSRPNEQRHIVRILFIVPIYAFDSWLSLLFFTNDQYYVYFGTVRDCYEAFVIYNFLSLCYEYLGGESAIMSEIRGKAIESSCMYGTCCLWGKTYSIGFLRFCKQATLQFCVVKPLMAVSTVILQAFGKYRDGDFDVTSGYLYVTIIYNISVSLALYALFLFYFATRELLSPYSPVLKFFMVKSVIFLSFWQGMLLAILEKCGAIPKINSARVSVGEGTVAAGYQDFIIC.... (3) The miRNA is hsa-miR-2053 with sequence GUGUUAAUUAAACCUCUAUUUAC. The protein sequence of the target gene is MSTGGDFGNPLRKFKLVFLGEQSVGKTSLITRFMYDSFDNTYQATIGIDFLSKTMYLEDRTVRLQLWDTAGQERFRSLIPSYIRDSTVAVVVYDITNVNSFQQTTKWIDDVRTERGSDVIIMLVGNKTDLADKRQVSIEEGERKAKELNVMFIETSAKAGYNVKQLFRRVAAALPGMESTQDRSREDMIDIKLEKPQEQPVSEGGCSC. Result: 1 (interaction). (4) The miRNA is mmu-miR-466g with sequence AUACAGACACAUGCACACACA. The protein sequence of the target gene is MRECLSIHIGQAGIQIGDACWELYCLEHGIQPNGVVLDTQQDQLENAKMEHTNASFDTFFCETRAGKHVPRALFVDLEPTVIDGIRTGQHRSLFHPEQLLSGKEDAANNYARGRYSVGSEVIDLVLERTRKLAEQCGGLQGFLIFRSFGGGTGSGFTSLLMERLTGEYSRKTKLEFSVYPAPRISTAVVEPYNSVLTTHSTTEHTDCTFMVDNEAVYDICHRKLGVECPSHASINRLVVQVVSSITASLRFEGPLNVDLIEFQTNLVPYPRIHFPMTAFAPIVSADKAYHEQFSVSDITT.... Result: 0 (no interaction).